Dataset: Full USPTO retrosynthesis dataset with 1.9M reactions from patents (1976-2016). Task: Predict the reactants needed to synthesize the given product. (1) Given the product [C:16]([OH:23])(=[O:22])/[CH:17]=[CH:18]/[C:19]([OH:21])=[O:20].[Cl:1][C:2]1[N:7]=[CH:6][C:5]([N:8]2[CH2:12][CH2:11][C@H:10]3[CH2:13][NH:14][CH2:15][C@@H:9]23)=[CH:4][CH:3]=1, predict the reactants needed to synthesize it. The reactants are: [Cl:1][C:2]1[N:7]=[CH:6][C:5]([N:8]2[CH2:12][CH2:11][C@H:10]3[CH2:13][NH:14][CH2:15][C@@H:9]23)=[CH:4][CH:3]=1.[C:16]([OH:23])(=[O:22])/[CH:17]=[CH:18]/[C:19]([OH:21])=[O:20]. (2) Given the product [Br:1][C:2]1[CH:7]=[CH:6][C:5]([F:8])=[CH:4][C:3]=1[C:9]1[C:18]2[C:17](=[O:19])[N:16]([CH3:20])[C:15](=[O:21])[N:14]([CH3:22])[C:13]=2[N:12]=[C:11]([N:12]2[CH2:13][CH2:26][O:29][CH2:10][CH2:11]2)[C:10]=1[C:24]#[N:25], predict the reactants needed to synthesize it. The reactants are: [Br:1][C:2]1[CH:7]=[CH:6][C:5]([F:8])=[CH:4][C:3]=1[C:9]1[C:18]2[C:17](=[O:19])[N:16]([CH3:20])[C:15](=[O:21])[N:14]([CH3:22])[C:13]=2[N:12]=[C:11](Cl)[C:10]=1[C:24]#[N:25].[C:26]([O-:29])(O)=O.[Na+]. (3) Given the product [CH:34]1([NH:39][C:31]([C:2]2([OH:1])[CH2:7][CH2:6][CH:5]([N:8]3[C:16]([NH:17][C:18]4[C:23]([F:24])=[CH:22][C:21]([F:25])=[CH:20][C:19]=4[F:26])=[N:15][C:14]4[C:9]3=[N:10][C:11]([NH:27][CH:28]([CH3:30])[CH3:29])=[N:12][CH:13]=4)[CH2:4][CH2:3]2)=[O:32])[CH2:38][CH2:37][CH2:36][CH2:35]1, predict the reactants needed to synthesize it. The reactants are: [OH:1][C:2]1([C:31](O)=[O:32])[CH2:7][CH2:6][CH:5]([N:8]2[C:16]([NH:17][C:18]3[C:23]([F:24])=[CH:22][C:21]([F:25])=[CH:20][C:19]=3[F:26])=[N:15][C:14]3[C:9]2=[N:10][C:11]([NH:27][CH:28]([CH3:30])[CH3:29])=[N:12][CH:13]=3)[CH2:4][CH2:3]1.[CH:34]1([NH2:39])[CH2:38][CH2:37][CH2:36][CH2:35]1.C(NC(C)C)(C)C.F[P-](F)(F)(F)(F)F.N1(O[P+](N(C)C)(N(C)C)N(C)C)C2C=CC=CC=2N=N1. (4) Given the product [CH3:14][N:4]1[CH2:5][CH2:6][C:7]2[C:12](=[CH:11][CH:10]=[CH:9][CH:8]=2)[C:3]1=[O:13], predict the reactants needed to synthesize it. The reactants are: [H-].[Na+].[C:3]1(=[O:13])[C:12]2[C:7](=[CH:8][CH:9]=[CH:10][CH:11]=2)[CH2:6][CH2:5][NH:4]1.[CH3:14]I.O. (5) Given the product [C:1]([O:4][CH:5]1[C:9]2=[N:10][CH:11]=[C:12]([NH2:31])[C:13]([N:14]3[CH2:19][C@H:18]([CH3:20])[C:17]([OH:22])([CH3:21])[C@H:16]([NH:23][C:24]([O:26][C:27]([CH3:30])([CH3:29])[CH3:28])=[O:25])[CH2:15]3)=[C:8]2[CH2:7][CH2:6]1)(=[O:3])[CH3:2], predict the reactants needed to synthesize it. The reactants are: [C:1]([O:4][CH:5]1[C:9]2=[N:10][CH:11]=[C:12]([N+:31]([O-])=O)[C:13]([N:14]3[CH2:19][C@H:18]([CH3:20])[C:17]([OH:22])([CH3:21])[C@H:16]([NH:23][C:24]([O:26][C:27]([CH3:30])([CH3:29])[CH3:28])=[O:25])[CH2:15]3)=[C:8]2[CH2:7][CH2:6]1)(=[O:3])[CH3:2].